This data is from Catalyst prediction with 721,799 reactions and 888 catalyst types from USPTO. The task is: Predict which catalyst facilitates the given reaction. (1) Reactant: [NH2:1][CH2:2][CH2:3][NH:4][C:5]1[CH:25]=[C:24]([C:26]2[N:30]=[C:29]([CH3:31])[O:28][N:27]=2)[CH:23]=[CH:22][C:6]=1[CH2:7][NH:8][C:9](=[O:21])[C:10]1[CH:15]=[C:14]([O:16][CH3:17])[C:13]([CH3:18])=[C:12]([O:19][CH3:20])[CH:11]=1.N1C=CC=CC=1.[C:38](Cl)(=[O:40])[CH3:39]. Product: [C:38]([NH:1][CH2:2][CH2:3][NH:4][C:5]1[CH:25]=[C:24]([C:26]2[N:30]=[C:29]([CH3:31])[O:28][N:27]=2)[CH:23]=[CH:22][C:6]=1[CH2:7][NH:8][C:9](=[O:21])[C:10]1[CH:15]=[C:14]([O:16][CH3:17])[C:13]([CH3:18])=[C:12]([O:19][CH3:20])[CH:11]=1)(=[O:40])[CH3:39]. The catalyst class is: 4. (2) The catalyst class is: 1. Reactant: [Cl:1][C:2]1[N:10]=[C:9]2[C:5]([N:6]=[CH:7][N:8]2[C@@H:11]2[CH2:15][C@H:14]([NH:16][C:17](=[O:20])[CH2:18][CH3:19])[C@@H:13]([OH:21])[C@H:12]2[OH:22])=[C:4](Cl)[N:3]=1.[CH3:24][O:25][C:26]1[CH:31]=[CH:30][C:29]([CH:32]([NH2:41])[C:33]2[CH:38]=[CH:37][C:36]([O:39][CH3:40])=[CH:35][CH:34]=2)=[CH:28][CH:27]=1. Product: [CH3:40][O:39][C:36]1[CH:35]=[CH:34][C:33]([CH:32]([NH:41][C:4]2[N:3]=[C:2]([Cl:1])[N:10]=[C:9]3[C:5]=2[N:6]=[CH:7][N:8]3[C@@H:11]2[CH2:15][C@H:14]([NH:16][C:17](=[O:20])[CH2:18][CH3:19])[C@@H:13]([OH:21])[C@H:12]2[OH:22])[C:29]2[CH:30]=[CH:31][C:26]([O:25][CH3:24])=[CH:27][CH:28]=2)=[CH:38][CH:37]=1. (3) Reactant: [CH3:1][C:2]1[N:3]([C:7]2[CH:12]=[CH:11][C:10]([NH:13][C:14]3[N:15]=[C:16]([NH:24][CH2:25][C@H:26]4[CH2:30][CH2:29][CH2:28][O:27]4)[C:17]4[CH2:23][NH:22][CH2:21][CH2:20][C:18]=4[N:19]=3)=[CH:9][CH:8]=2)[CH:4]=[CH:5][N:6]=1.[C:31](O)(=O)C.C=O.C([BH3-])#N.[Na+]. Product: [CH3:31][N:22]1[CH2:21][CH2:20][C:18]2[N:19]=[C:14]([NH:13][C:10]3[CH:9]=[CH:8][C:7]([N:3]4[CH:4]=[CH:5][N:6]=[C:2]4[CH3:1])=[CH:12][CH:11]=3)[N:15]=[C:16]([NH:24][CH2:25][C@H:26]3[CH2:30][CH2:29][CH2:28][O:27]3)[C:17]=2[CH2:23]1. The catalyst class is: 5. (4) Reactant: [CH3:1][N:2]([C:9]1[CH:14]=[CH:13][CH:12]=[CH:11][CH:10]=1)[C:3](=[O:8])[CH2:4][C:5](=[O:7])[CH3:6].[Br:15]Br. Product: [Br:15][CH2:6][C:5](=[O:7])[CH2:4][C:3]([N:2]([CH3:1])[C:9]1[CH:14]=[CH:13][CH:12]=[CH:11][CH:10]=1)=[O:8]. The catalyst class is: 53.